From a dataset of Full USPTO retrosynthesis dataset with 1.9M reactions from patents (1976-2016). Predict the reactants needed to synthesize the given product. (1) Given the product [N:15]1([CH:11]2[CH2:12][CH2:13][N:8]([C:6]([O:5][C:1]([CH3:4])([CH3:3])[CH3:2])=[O:7])[CH2:9][CH2:10]2)[CH2:20][CH2:19][CH:18]=[CH:17][CH2:16]1, predict the reactants needed to synthesize it. The reactants are: [C:1]([O:5][C:6]([N:8]1[CH2:13][CH2:12][C:11](=O)[CH2:10][CH2:9]1)=[O:7])([CH3:4])([CH3:3])[CH3:2].[NH:15]1[CH2:20][CH:19]=[CH:18][CH2:17][CH2:16]1.C([BH3-])#N.[Na+]. (2) Given the product [NH2:1][C:2]1[N:7]([C:8]2[CH:13]=[CH:12][CH:11]=[CH:10][CH:9]=2)[C:6]([NH:22][C:21]2[CH:23]=[CH:24][C:18]([Cl:17])=[CH:19][CH:20]=2)=[N:5][C:4](=[O:16])[CH:3]=1, predict the reactants needed to synthesize it. The reactants are: [NH2:1][C:2]1[N:7]([C:8]2[CH:13]=[CH:12][CH:11]=[CH:10][CH:9]=2)[C:6](SC)=[N:5][C:4](=[O:16])[CH:3]=1.[Cl:17][C:18]1[CH:24]=[CH:23][C:21]([NH2:22])=[CH:20][CH:19]=1.[K+].[Br-]. (3) The reactants are: [CH3:1][C:2]1[C:3]([CH3:21])=[CH:4][C:5]2[N:14]([CH2:15][CH:16]=O)[C:13]3[C:8]([C:9](=[O:19])[NH:10][C:11](=[O:18])[N:12]=3)=[N:7][C:6]=2[CH:20]=1.[NH:22]1[CH2:26][CH2:25][CH2:24][C@H:23]1[C:27]([OH:29])=[O:28].C(O)(=O)C.C([BH3-])#N.[Na+]. Given the product [CH3:1][C:2]1[C:3]([CH3:21])=[CH:4][C:5]2[N:14]([CH2:15][CH2:16][N:22]3[CH2:26][CH2:25][CH2:24][C@H:23]3[C:27]([OH:29])=[O:28])[C:13]3[C:8]([C:9](=[O:19])[NH:10][C:11](=[O:18])[N:12]=3)=[N:7][C:6]=2[CH:20]=1, predict the reactants needed to synthesize it. (4) The reactants are: O[CH2:2][C:3]1[CH:8]=[CH:7][C:6]([C:9]#[C:10][C:11]2[CH:16]=[CH:15][C:14]([CH2:17][C:18]([O:20][CH3:21])=[O:19])=[CH:13][CH:12]=2)=[CH:5][C:4]=1[CH:22]([CH3:24])[CH3:23].C1(P(C2C=CC=CC=2)C2C=CC=CC=2)C=CC=CC=1.[Br:44]N1C(=O)CCC1=O. Given the product [Br:44][CH2:2][C:3]1[CH:8]=[CH:7][C:6]([C:9]#[C:10][C:11]2[CH:16]=[CH:15][C:14]([CH2:17][C:18]([O:20][CH3:21])=[O:19])=[CH:13][CH:12]=2)=[CH:5][C:4]=1[CH:22]([CH3:24])[CH3:23], predict the reactants needed to synthesize it. (5) The reactants are: [CH2:1]([O:8][C:9]1[CH:10]=[C:11]([F:20])[CH:12]=[C:13]2[C:18]=1[N:17]=[C:16](Cl)[CH:15]=[CH:14]2)[C:2]1[CH:7]=[CH:6][CH:5]=[CH:4][CH:3]=1.[CH3:21][O:22][CH2:23][CH2:24][O:25][C:26]1[CH:31]=[CH:30][N:29]2[CH:32]=[CH:33][N:34]=[C:28]2[CH:27]=1.C([O-])([O-])=O.[K+].[K+].O1CCOCC1. Given the product [CH2:1]([O:8][C:9]1[CH:10]=[C:11]([F:20])[CH:12]=[C:13]2[C:18]=1[N:17]=[C:16]([C:32]1[N:29]3[CH:30]=[CH:31][C:26]([O:25][CH2:24][CH2:23][O:22][CH3:21])=[CH:27][C:28]3=[N:34][CH:33]=1)[CH:15]=[CH:14]2)[C:2]1[CH:7]=[CH:6][CH:5]=[CH:4][CH:3]=1, predict the reactants needed to synthesize it. (6) Given the product [CH3:18][N:19]1[CH2:24][CH2:23][CH2:22][CH2:21][CH:20]1[CH2:25][N:26]1[C:34]2[C:29](=[CH:30][CH:31]=[CH:32][CH:33]=2)[C:28]([C:15]([C:7]2[CH:6]=[N:5][C:14]3[C:9]([CH:8]=2)=[CH:10][CH:11]=[CH:12][CH:13]=3)=[O:16])=[CH:27]1, predict the reactants needed to synthesize it. The reactants are: [Al+3].[Cl-].[Cl-].[Cl-].[N:5]1[C:14]2[C:9](=[CH:10][CH:11]=[CH:12][CH:13]=2)[CH:8]=[C:7]([C:15](Cl)=[O:16])[CH:6]=1.[CH3:18][N:19]1[CH2:24][CH2:23][CH2:22][CH2:21][CH:20]1[CH2:25][N:26]1[C:34]2[C:29](=[CH:30][CH:31]=[CH:32][CH:33]=2)[CH:28]=[CH:27]1.[OH-].[Na+]. (7) Given the product [OH:27][N:26]=[C:24]([NH2:25])[CH2:23][CH2:22][N:3]1[C:4]2[C:9](=[CH:8][CH:7]=[CH:6][CH:5]=2)[C:10]2([C:14]3=[CH:15][C:16]4[O:20][CH2:19][O:18][C:17]=4[CH:21]=[C:13]3[O:12][CH2:11]2)[C:2]1=[O:1], predict the reactants needed to synthesize it. The reactants are: [O:1]=[C:2]1[C:10]2([C:14]3=[CH:15][C:16]4[O:20][CH2:19][O:18][C:17]=4[CH:21]=[C:13]3[O:12][CH2:11]2)[C:9]2[C:4](=[CH:5][CH:6]=[CH:7][CH:8]=2)[N:3]1[CH2:22][CH2:23][C:24]#[N:25].[NH2:26][OH:27]. (8) Given the product [CH2:20]([O:8][C:7]1[C:9]([O:10][CH3:11])=[CH:12][C:2]([CH:1]=[O:13])=[CH:3][C:4]=1[O:5][CH3:6])[C:21]1[CH:26]=[CH:25][CH:24]=[CH:23][CH:22]=1, predict the reactants needed to synthesize it. The reactants are: [CH:1](=[O:13])[C:2]1[CH:12]=[C:9]([O:10][CH3:11])[C:7]([OH:8])=[C:4]([O:5][CH3:6])[CH:3]=1.C([O-])([O-])=O.[K+].[K+].[CH2:20](Br)[C:21]1[CH:26]=[CH:25][CH:24]=[CH:23][CH:22]=1. (9) Given the product [C:18](=[O:19])([O:20][C:21]([CH3:24])([CH3:23])[CH3:22])[O:11][C:10]1[CH:9]=[CH:8][C:4]([C:5]([NH2:12])=[O:7])=[CH:3][C:2]=1[Cl:1], predict the reactants needed to synthesize it. The reactants are: [Cl:1][C:2]1[CH:3]=[C:4]([CH:8]=[CH:9][C:10]=1[OH:11])[C:5]([OH:7])=O.[N:12]1C=CC=CC=1.[C:18](O[C:18]([O:20][C:21]([CH3:24])([CH3:23])[CH3:22])=[O:19])([O:20][C:21]([CH3:24])([CH3:23])[CH3:22])=[O:19].C(=O)(O)[O-].[NH4+]. (10) Given the product [CH3:13][C:14]1([C:20]2[CH:21]=[CH:22][CH:23]=[CH:24][CH:25]=2)[CH2:15][N:16]([C:2]2[CH:12]=[CH:11][C:5]3[O:6][CH2:7][C:8](=[O:10])[NH:9][C:4]=3[CH:3]=2)[CH2:17][CH2:18][O:19]1, predict the reactants needed to synthesize it. The reactants are: Br[C:2]1[CH:12]=[CH:11][C:5]2[O:6][CH2:7][C:8](=[O:10])[NH:9][C:4]=2[CH:3]=1.[CH3:13][C:14]1([C:20]2[CH:25]=[CH:24][CH:23]=[CH:22][CH:21]=2)[O:19][CH2:18][CH2:17][NH:16][CH2:15]1.